From a dataset of NCI-60 drug combinations with 297,098 pairs across 59 cell lines. Regression. Given two drug SMILES strings and cell line genomic features, predict the synergy score measuring deviation from expected non-interaction effect. (1) Drug 1: C1=CC(=CC=C1CCCC(=O)O)N(CCCl)CCCl. Drug 2: CN1C2=C(C=C(C=C2)N(CCCl)CCCl)N=C1CCCC(=O)O.Cl. Cell line: 786-0. Synergy scores: CSS=52.4, Synergy_ZIP=-0.701, Synergy_Bliss=-1.76, Synergy_Loewe=1.65, Synergy_HSA=0.540. (2) Drug 2: CC1CCC2CC(C(=CC=CC=CC(CC(C(=O)C(C(C(=CC(C(=O)CC(OC(=O)C3CCCCN3C(=O)C(=O)C1(O2)O)C(C)CC4CCC(C(C4)OC)O)C)C)O)OC)C)C)C)OC. Cell line: 786-0. Synergy scores: CSS=22.0, Synergy_ZIP=-12.6, Synergy_Bliss=-14.4, Synergy_Loewe=-5.30, Synergy_HSA=-4.20. Drug 1: C1=CC(=CC=C1CCC2=CNC3=C2C(=O)NC(=N3)N)C(=O)NC(CCC(=O)O)C(=O)O. (3) Drug 1: CN(C)N=NC1=C(NC=N1)C(=O)N. Drug 2: CC12CCC3C(C1CCC2OP(=O)(O)O)CCC4=C3C=CC(=C4)OC(=O)N(CCCl)CCCl.[Na+]. Cell line: K-562. Synergy scores: CSS=10.0, Synergy_ZIP=-1.87, Synergy_Bliss=1.32, Synergy_Loewe=-1.80, Synergy_HSA=1.41. (4) Drug 1: CC12CCC3C(C1CCC2O)C(CC4=C3C=CC(=C4)O)CCCCCCCCCS(=O)CCCC(C(F)(F)F)(F)F. Synergy scores: CSS=-3.74, Synergy_ZIP=0.109, Synergy_Bliss=-3.58, Synergy_Loewe=-7.07, Synergy_HSA=-7.35. Drug 2: CC(C)NC(=O)C1=CC=C(C=C1)CNNC.Cl. Cell line: OVCAR3. (5) Drug 1: C1=NC2=C(N=C(N=C2N1C3C(C(C(O3)CO)O)O)F)N. Drug 2: CNC(=O)C1=NC=CC(=C1)OC2=CC=C(C=C2)NC(=O)NC3=CC(=C(C=C3)Cl)C(F)(F)F. Cell line: A549. Synergy scores: CSS=-3.15, Synergy_ZIP=-1.29, Synergy_Bliss=-5.39, Synergy_Loewe=-9.57, Synergy_HSA=-7.17.